From a dataset of Full USPTO retrosynthesis dataset with 1.9M reactions from patents (1976-2016). Predict the reactants needed to synthesize the given product. (1) Given the product [CH2:1]([N:8]([C:9](=[O:24])[CH2:10][CH:11]1[CH2:12][CH2:13][O:14][CH:15]([C:5]2[CH:6]=[CH:7][C:2]([CH3:1])=[CH:3][CH:4]=2)[CH2:16]1)[C:33](=[O:34])[O:35][C:36]([CH3:37])([CH3:38])[CH3:39])[C:2]1[CH:3]=[CH:4][CH:5]=[CH:6][CH:7]=1, predict the reactants needed to synthesize it. The reactants are: [CH2:1]([NH:8][C:9](=[O:24])[CH:10](C1C=CC(C)=CC=1)[CH:11]1[CH2:16][CH2:15][O:14][CH2:13][CH2:12]1)[C:2]1[CH:7]=[CH:6][CH:5]=[CH:4][CH:3]=1.[C:33](O[C:33]([O:35][C:36]([CH3:39])([CH3:38])[CH3:37])=[O:34])([O:35][C:36]([CH3:39])([CH3:38])[CH3:37])=[O:34]. (2) The reactants are: [OH:1][CH2:2][C:3]1[CH:8]=[CH:7][N:6]([C:9]2[CH:14]=[CH:13][C:12]([O:15]COCC[Si](C)(C)C)=[C:11]([O:24][CH3:25])[CH:10]=2)[C:5](=[O:26])[CH:4]=1.CO.Cl.O1CCOCC1. Given the product [OH:15][C:12]1[CH:13]=[CH:14][C:9]([N:6]2[CH:7]=[CH:8][C:3]([CH2:2][OH:1])=[CH:4][C:5]2=[O:26])=[CH:10][C:11]=1[O:24][CH3:25], predict the reactants needed to synthesize it.